This data is from Reaction yield outcomes from USPTO patents with 853,638 reactions. The task is: Predict the reaction yield, written as a fraction of the theoretical maximum amount of product (1.0 means a 100% yield; for example, 0.34 means a 34% yield). (1) The yield is 0.860. No catalyst specified. The product is [C:32]([N:31]1[C:27]([CH2:24][CH2:25][CH3:26])=[CH:28][C:29]([CH2:36][NH:21][CH2:20][CH2:19][N:16]2[CH2:15][CH2:14][N:13]([CH:6]([C:7]3[CH:8]=[CH:9][CH:10]=[CH:11][CH:12]=3)[C:5]3[CH:4]=[CH:3][C:2]([Cl:1])=[CH:23][CH:22]=3)[CH2:18][CH2:17]2)=[N:30]1)([CH3:35])([CH3:34])[CH3:33]. The reactants are [Cl:1][C:2]1[CH:23]=[CH:22][C:5]([CH:6]([N:13]2[CH2:18][CH2:17][N:16]([CH2:19][CH2:20][NH2:21])[CH2:15][CH2:14]2)[C:7]2[CH:12]=[CH:11][CH:10]=[CH:9][CH:8]=2)=[CH:4][CH:3]=1.[CH2:24]([C:27]1[N:31]([C:32]([CH3:35])([CH3:34])[CH3:33])[N:30]=[C:29]([CH:36]=O)[CH:28]=1)[CH2:25][CH3:26]. (2) The reactants are [CH:1]([C:3]1[S:4][CH:5]=[C:6]2[O:11][CH2:10][CH2:9][O:8][C:7]=12)=[O:2].[BH4-].[Na+].[OH-].[Na+]. The yield is 0.920. The product is [OH:2][CH2:1][C:3]1[S:4][CH:5]=[C:6]2[O:11][CH2:10][CH2:9][O:8][C:7]=12. The catalyst is ClCCl.CO. (3) The catalyst is CN(C=O)C.O.C1(P(C2C=CC=CC=2)C2C=CC=CC=2)C=CC=CC=1.C1(P(C2C=CC=CC=2)C2C=CC=CC=2)C=CC=CC=1.C1(P(C2C=CC=CC=2)C2C=CC=CC=2)C=CC=CC=1.C1(P(C2C=CC=CC=2)C2C=CC=CC=2)C=CC=CC=1.[Pd].[Cu]I. The reactants are [F-].[Cs+].[C:3]([O:7][C:8]([N:10]1[CH2:15][CH2:14][C:13]2[N:16]([CH3:27])[C:17]([C:20]3[CH:25]=[CH:24][N:23]=[C:22]([NH2:26])[N:21]=3)=[C:18](I)[C:12]=2[C:11]1=[O:28])=[O:9])([CH3:6])([CH3:5])[CH3:4].[N+:29]([C:32]1[CH:33]=[C:34]([CH:49]=[CH:50][CH:51]=1)[CH2:35][Sn](CCCC)(CCCC)CCCC)([O-:31])=[O:30]. The product is [C:3]([O:7][C:8]([N:10]1[CH2:15][CH2:14][C:13]2[N:16]([CH3:27])[C:17]([C:20]3[CH:25]=[CH:24][N:23]=[C:22]([NH2:26])[N:21]=3)=[C:18]([CH2:35][C:34]3[CH:49]=[CH:50][CH:51]=[C:32]([N+:29]([O-:31])=[O:30])[CH:33]=3)[C:12]=2[C:11]1=[O:28])=[O:9])([CH3:6])([CH3:5])[CH3:4]. The yield is 0.730. (4) The yield is 0.674. The catalyst is C(Cl)Cl.O=[Mn]=O. The product is [OH:14][CH2:13][CH2:12][CH:3]1[CH2:4][CH2:5][C:6]2[C:11](=[CH:10][CH:9]=[CH:8][CH:7]=2)[C:2]1=[O:1]. The reactants are [OH:1][CH:2]1[C:11]2[C:6](=[CH:7][CH:8]=[CH:9][CH:10]=2)[CH2:5][CH2:4][CH:3]1[CH2:12][CH2:13][OH:14]. (5) The reactants are [Cl-].[CH3:2][O:3][CH2:4][P+](C1C=CC=CC=1)(C1C=CC=CC=1)C1C=CC=CC=1.CC(C)([O-])C.[K+].[Br:30][C:31]1[CH:32]=[C:33]2[C:37](=[CH:38][CH:39]=1)[C:36](=O)[CH2:35][CH2:34]2. The catalyst is C1COCC1. The product is [Br:30][C:31]1[CH:32]=[C:33]2[C:37](=[CH:38][CH:39]=1)/[C:36](=[CH:2]/[O:3][CH3:4])/[CH2:35][CH2:34]2. The yield is 0.930. (6) The reactants are [CH3:1][O:2][C:3]1[CH:12]=[C:11]2[C:6]([C:7]([N+:22]([O-:24])=[O:23])=[C:8]([C:14]3[CH:19]=[CH:18][C:17]([O:20][CH3:21])=[CH:16][CH:15]=3)[NH:9][C:10]2=[O:13])=[CH:5][CH:4]=1.C(=O)([O-])[O-].[K+].[K+].Br[CH2:32][CH2:33][OH:34].Cl. The product is [OH:34][CH2:33][CH2:32][N:9]1[C:8]([C:14]2[CH:15]=[CH:16][C:17]([O:20][CH3:21])=[CH:18][CH:19]=2)=[C:7]([N+:22]([O-:24])=[O:23])[C:6]2[C:11](=[CH:12][C:3]([O:2][CH3:1])=[CH:4][CH:5]=2)[C:10]1=[O:13]. The catalyst is CN(C=O)C. The yield is 0.430. (7) The yield is 0.370. The product is [N:50]([CH2:34][O:33][C@@H:11]1[C@@H:10]([CH2:9][OH:8])[O:14][C@@H:13]([N:15]2[CH:22]=[C:21]([C:23]#[C:24][CH2:25][NH:26][C:27](=[O:32])[C:28]([F:31])([F:30])[F:29])[C:19](=[O:20])[NH:18][C:16]2=[O:17])[CH2:12]1)=[N+:51]=[N-:52]. The catalyst is C(Cl)Cl. The reactants are [Si]([O:8][CH2:9][C@H:10]1[O:14][C@@H:13]([N:15]2[CH:22]=[C:21]([C:23]#[C:24][CH2:25][NH:26][C:27](=[O:32])[C:28]([F:31])([F:30])[F:29])[C:19](=[O:20])[NH:18][C:16]2=[O:17])[CH2:12][C@@H:11]1[O:33][CH2:34]SC)(C(C)(C)C)(C)C.C1CCCCC=1.S(Cl)(Cl)(=O)=O.N#N.[N-:50]=[N+:51]=[N-:52].[Na+].